Dataset: Blood-brain barrier penetration binary classification data from Martins et al.. Task: Regression/Classification. Given a drug SMILES string, predict its absorption, distribution, metabolism, or excretion properties. Task type varies by dataset: regression for continuous measurements (e.g., permeability, clearance, half-life) or binary classification for categorical outcomes (e.g., BBB penetration, CYP inhibition). Dataset: bbb_martins. (1) The drug is CC(C)(Oc1ccc(Cl)cc1)C(=O)O. The result is 0 (does not penetrate BBB). (2) The molecule is FCOC(C(F)(F)F)C(F)(F)F. The result is 1 (penetrates BBB).